From a dataset of Reaction yield outcomes from USPTO patents with 853,638 reactions. Predict the reaction yield, written as a fraction of the theoretical maximum amount of product (1.0 means a 100% yield; for example, 0.34 means a 34% yield). (1) The reactants are [Br:1][C:2]1[CH:3]=[C:4]([C:11]([O:13][CH3:14])=[O:12])[C:5]2[CH:6]=[CH:7][NH:8][C:9]=2[CH:10]=1.[H-].[Na+].Br[CH:18]([CH3:20])[CH3:19].CCCCCC. The catalyst is CN(C)C=O.C(OCC)(=O)C. The product is [Br:1][C:2]1[CH:3]=[C:4]([C:11]([O:13][CH3:14])=[O:12])[C:5]2[CH:6]=[CH:7][N:8]([CH:18]([CH3:20])[CH3:19])[C:9]=2[CH:10]=1. The yield is 0.437. (2) The reactants are [CH3:1][O:2][CH2:3][CH2:4][N:5]1[C:9]([CH3:10])=[C:8]([CH3:11])[S:7][C:6]1=[NH:12].CCN(CC)CC.[Cl:20][C:21]1[C:29]([Cl:30])=[CH:28][CH:27]=[CH:26][C:22]=1[C:23](Cl)=[O:24]. The catalyst is C1COCC1. The product is [Cl:20][C:21]1[C:29]([Cl:30])=[CH:28][CH:27]=[CH:26][C:22]=1[C:23](/[N:12]=[C:6]1\[S:7][C:8]([CH3:11])=[C:9]([CH3:10])[N:5]\1[CH2:4][CH2:3][O:2][CH3:1])=[O:24]. The yield is 0.270. (3) The reactants are [C:1]([O:5][C:6](=[O:20])[NH:7][CH2:8][C:9](=O)[CH2:10][NH:11][C:12]([O:14][C:15]([CH3:18])([CH3:17])[CH3:16])=[O:13])([CH3:4])([CH3:3])[CH3:2].[C:21]([CH:26]=P(C1C=CC=CC=1)(C1C=CC=CC=1)C1C=CC=CC=1)([O:23][CH2:24][CH3:25])=[O:22]. The catalyst is C1C=CC=CC=1. The product is [CH2:24]([O:23][C:21](=[O:22])[CH:26]=[C:9]([CH2:10][NH:11][C:12]([O:14][C:15]([CH3:18])([CH3:17])[CH3:16])=[O:13])[CH2:8][NH:7][C:6]([O:5][C:1]([CH3:4])([CH3:3])[CH3:2])=[O:20])[CH3:25]. The yield is 0.750. (4) The reactants are [OH:1][N:2]1[C:6](=[O:7])[C:5]2=[CH:8][CH:9]=[CH:10][CH:11]=[C:4]2[C:3]1=[O:12].C1(P(C2C=CC=CC=2)C2C=CC=CC=2)C=CC=CC=1.[CH:32]([O:45][C:46](=[O:67])[CH:47](O)[CH2:48][O:49][C:50]1[CH:55]=[CH:54][C:53]([C:56]([NH:58][C:59]([O:61][C:62]([CH3:65])([CH3:64])[CH3:63])=[O:60])=[NH:57])=[CH:52][CH:51]=1)([C:39]1[CH:44]=[CH:43][CH:42]=[CH:41][CH:40]=1)[C:33]1[CH:38]=[CH:37][CH:36]=[CH:35][CH:34]=1.N(C(OCC)=O)=NC(OCC)=O. The catalyst is O1CCCC1. The product is [CH:32]([O:45][C:46](=[O:67])[CH:47]([O:1][N:2]1[C:3](=[O:12])[C:4]2[C:5](=[CH:8][CH:9]=[CH:10][CH:11]=2)[C:6]1=[O:7])[CH2:48][O:49][C:50]1[CH:55]=[CH:54][C:53]([C:56]([NH:58][C:59]([O:61][C:62]([CH3:64])([CH3:63])[CH3:65])=[O:60])=[NH:57])=[CH:52][CH:51]=1)([C:39]1[CH:40]=[CH:41][CH:42]=[CH:43][CH:44]=1)[C:33]1[CH:38]=[CH:37][CH:36]=[CH:35][CH:34]=1. The yield is 0.880. (5) The reactants are [CH3:1][N:2]([CH2:7][C:8]1[C:16]2[C:11](=[CH:12][CH:13]=[CH:14][CH:15]=2)[NH:10][C:9]=1[CH3:17])[C:3](=[O:6])[CH:4]=[CH2:5].[NH2:18][C:19]1[N:24]=[CH:23][C:22](Br)=[CH:21][N:20]=1.C1(C)C=CC=CC=1P(C1C=CC=CC=1C)C1C=CC=CC=1C.C(N(C(C)C)CC)(C)C. The catalyst is C(#N)CC.CN(C=O)C.CC([O-])=O.CC([O-])=O.[Pd+2]. The product is [NH2:18][C:19]1[N:24]=[CH:23][C:22](/[CH:5]=[CH:4]/[C:3]([N:2]([CH2:7][C:8]2[C:16]3[C:11](=[CH:12][CH:13]=[CH:14][CH:15]=3)[NH:10][C:9]=2[CH3:17])[CH3:1])=[O:6])=[CH:21][N:20]=1. The yield is 0.650. (6) The reactants are [CH3:1][S:2][C:3]1[N:8]=[C:7]([C:9]([NH2:11])=[O:10])[C:6]([C:12]#[C:13][CH3:14])=[CH:5][N:4]=1.CC1C=CC(S(O)(=O)=O)=CC=1. The catalyst is C1(C)C=CC=CC=1. The product is [CH3:14][C:13]1[NH:11][C:9](=[O:10])[C:7]2[N:8]=[C:3]([S:2][CH3:1])[N:4]=[CH:5][C:6]=2[CH:12]=1. The yield is 0.560. (7) The reactants are [Br:1][C:2]1[CH:10]=[CH:9][C:5]([C:6]([NH2:8])=[O:7])=[C:4]([CH2:11]O)[CH:3]=1.C1C=CC(P(C2C=CC=CC=2)C2C=CC=CC=2)=CC=1.CC(OC(/N=N/C(OC(C)C)=O)=O)C. The catalyst is C1COCC1. The product is [Br:1][C:2]1[CH:3]=[C:4]2[C:5](=[CH:9][CH:10]=1)[C:6](=[O:7])[NH:8][CH2:11]2. The yield is 0.240.